Dataset: Full USPTO retrosynthesis dataset with 1.9M reactions from patents (1976-2016). Task: Predict the reactants needed to synthesize the given product. (1) Given the product [CH3:1][S:2]([C:5]1[CH:6]=[CH:7][C:8]([CH:11]([CH2:16][CH:17]2[CH2:21][CH2:20][O:19][CH2:18]2)[C:12](=[O:15])[CH2:13][CH2:14][C:28]([C:23]2[CH:24]=[N:25][CH:26]=[CH:27][N:22]=2)=[O:29])=[CH:9][CH:10]=1)(=[O:4])=[O:3], predict the reactants needed to synthesize it. The reactants are: [CH3:1][S:2]([C:5]1[CH:10]=[CH:9][C:8]([CH:11]([CH2:16][CH:17]2[CH2:21][CH2:20][O:19][CH2:18]2)[C:12](=[O:15])[CH:13]=[CH2:14])=[CH:7][CH:6]=1)(=[O:4])=[O:3].[N:22]1[CH:27]=[CH:26][N:25]=[CH:24][C:23]=1[CH:28]=[O:29].C(N(CC)CC)C. (2) Given the product [CH2:1]([N:8]1[C:9]2([CH:10]=[CH:11][N:12]([C:15]([O:17][C:18]([CH3:21])([CH3:20])[CH3:19])=[O:16])[CH2:13][CH2:14]2)[C:28]2[C:23](=[CH:24][CH:25]=[CH:26][CH:27]=2)[C:22]1=[O:30])[C:2]1[CH:7]=[CH:6][CH:5]=[CH:4][CH:3]=1, predict the reactants needed to synthesize it. The reactants are: [CH2:1]([N:8]([C:22](=[O:30])[C:23]1[CH:28]=[CH:27][CH:26]=[CH:25][C:24]=1I)[C:9]1[CH2:10][CH2:11][N:12]([C:15]([O:17][C:18]([CH3:21])([CH3:20])[CH3:19])=[O:16])[CH2:13][CH:14]=1)[C:2]1[CH:7]=[CH:6][CH:5]=[CH:4][CH:3]=1.C1C=CC(P(C2C=CC=CC=2)C2C=CC=CC=2)=CC=1.C([O-])([O-])=O.[K+].[K+]. (3) Given the product [F:1][C:2]1[CH:3]=[CH:4][C:5]([OH:29])=[C:6]([C:8]([CH3:28])([CH3:27])[CH2:9][C:10]([C:23]([F:26])([F:25])[F:24])([OH:22])[CH2:11][NH:12][C:13]2[CH:21]=[CH:20][CH:19]=[C:18]3[C:14]=2[CH:15]=[N:16][N:17]3[C:35]2[CH:36]=[CH:37][C:32]([CH3:31])=[CH:33][CH:34]=2)[CH:7]=1, predict the reactants needed to synthesize it. The reactants are: [F:1][C:2]1[CH:3]=[CH:4][C:5]([O:29]O)=[C:6]([C:8]([CH3:28])([CH3:27])[CH2:9][C:10]([C:23]([F:26])([F:25])[F:24])([OH:22])[CH2:11][NH:12][C:13]2[CH:21]=[CH:20][CH:19]=[C:18]3[C:14]=2[CH:15]=[N:16][NH:17]3)[CH:7]=1.[CH3:31][C:32]1[CH:37]=[CH:36][C:35](B(O)O)=[CH:34][CH:33]=1. (4) Given the product [CH2:1]([C:3]1([CH2:13][OH:14])[CH2:12][CH2:11][C:6]2([O:7][CH2:8][CH2:9][O:10]2)[CH2:5][CH2:4]1)[CH3:2], predict the reactants needed to synthesize it. The reactants are: [CH2:1]([C:3]1([C:13](OC)=[O:14])[CH2:12][CH2:11][C:6]2([O:10][CH2:9][CH2:8][O:7]2)[CH2:5][CH2:4]1)[CH3:2].[H-].[Al+3].[Li+].[H-].[H-].[H-].O.[OH-].[Na+]. (5) Given the product [CH2:10]([O:12][C:13]([C:14]1[S:9][C:7]([C:2]2[N:3]=[CH:4][CH:5]=[CH:6][N:1]=2)=[N:8][C:15]=1[C:16]([F:17])([F:18])[F:19])=[O:22])[CH3:11], predict the reactants needed to synthesize it. The reactants are: [N:1]1[CH:6]=[CH:5][CH:4]=[N:3][C:2]=1[C:7](=[S:9])[NH2:8].[CH2:10]([O:12][C:13](=[O:22])[CH:14](Cl)[C:15](=O)[C:16]([F:19])([F:18])[F:17])[CH3:11]. (6) The reactants are: [CH2:1]([O:8][C:9]([N:11]1[CH2:16][C:15]([CH2:17][CH2:18][OH:19])=[CH:14][CH2:13][CH2:12]1)=[O:10])[C:2]1[CH:7]=[CH:6][CH:5]=[CH:4][CH:3]=1.C(N(CC)CC)C.[CH3:27][S:28](Cl)(=[O:30])=[O:29]. Given the product [CH2:1]([O:8][C:9]([N:11]1[CH2:16][C:15]([CH2:17][CH2:18][O:19][S:28]([CH3:27])(=[O:30])=[O:29])=[CH:14][CH2:13][CH2:12]1)=[O:10])[C:2]1[CH:7]=[CH:6][CH:5]=[CH:4][CH:3]=1, predict the reactants needed to synthesize it. (7) Given the product [Br:1][C:2]1[C:3]([O:41][CH3:42])=[CH:4][C:5]2[CH2:6][CH2:7][N:8]3[C:15]4[C:16](=[O:17])[N:18]([CH:19]([CH3:20])[CH3:21])[CH2:22][CH2:23][N:24]([C:33]([O:35][C:36]([CH3:37])([CH3:38])[CH3:39])=[O:34])[CH2:25][C:26]=4[C:27]([C:28]4[S:29][CH:30]=[CH:31][CH:32]=4)=[C:9]3[C:10]=2[CH:11]=1, predict the reactants needed to synthesize it. The reactants are: [Br:1][C:2]1[CH:11]=[C:10]2[C:5]([CH2:6][CH2:7][N:8]([C:15](=O)[C:16]([N:18]([CH2:22][CH2:23][N:24]([C:33]([O:35][C:36]([CH3:39])([CH3:38])[CH3:37])=[O:34])[CH2:25][C:26]#[C:27][C:28]3[S:29][CH:30]=[CH:31][CH:32]=3)[CH:19]([CH3:21])[CH3:20])=[O:17])[CH:9]2C(O)=O)=[CH:4][C:3]=1[O:41][CH3:42].C(N(CCC#CC1SC=CC=1)C(=O)C(N1CCC2C(=CC([N+]([O-])=O)=C(OC)C=2)C1C(OCC)=O)=O)(C)(C)C.C([O-])(=O)C.[Na+].[NH4+].[OH-].